Dataset: Full USPTO retrosynthesis dataset with 1.9M reactions from patents (1976-2016). Task: Predict the reactants needed to synthesize the given product. (1) Given the product [N:33]1([CH2:39][CH2:40][N:41]2[C:7](=[O:9])[C:6]3[CH:5]=[C:4]([CH2:11][CH2:12][CH3:13])[S:3][C:2]=3[NH:1][C:15]2=[O:17])[CH2:38][CH2:37][O:36][CH2:35][CH2:34]1, predict the reactants needed to synthesize it. The reactants are: [NH2:1][C:2]1[S:3][C:4]([CH2:11][CH2:12][CH3:13])=[CH:5][C:6]=1[C:7]([O:9]C)=O.Cl[C:15](Cl)([O:17]C(=O)OC(Cl)(Cl)Cl)Cl.C(N(CC)CC)C.[N:33]1([CH2:39][CH2:40][NH2:41])[CH2:38][CH2:37][O:36][CH2:35][CH2:34]1. (2) The reactants are: Br[CH2:2][C:3]([CH2:15][O:16][C:17]1[C:26]2[C:21](=[CH:22][CH:23]=[CH:24][CH:25]=2)[CH:20]=[CH:19][CH:18]=1)=[CH:4][C:5]1[CH:14]=[CH:13][C:8]([C:9]([O:11][CH3:12])=[O:10])=[CH:7][CH:6]=1.C(N(CC)CC)C.[CH3:34][N:35]1[CH2:39][CH2:38][CH2:37][CH:36]1[CH2:40][CH2:41][NH2:42]. Given the product [CH3:34][N:35]1[CH2:39][CH2:38][CH2:37][CH:36]1[CH2:40][CH2:41][NH:42][CH2:2]/[C:3](/[CH2:15][O:16][C:17]1[C:26]2[C:21](=[CH:22][CH:23]=[CH:24][CH:25]=2)[CH:20]=[CH:19][CH:18]=1)=[CH:4]/[C:5]1[CH:14]=[CH:13][C:8]([C:9]([O:11][CH3:12])=[O:10])=[CH:7][CH:6]=1, predict the reactants needed to synthesize it. (3) Given the product [F:36][C:32]1[CH:33]=[CH:34][CH:35]=[C:2]([F:1])[C:3]=1[C:4]([NH:6][C:7]1[C:8]([C:18]2[NH:19][C:20]([C:25]3[CH:30]=[CH:29][C:28]([F:31])=[CH:27][CH:26]=3)=[C:21]([CH2:23][NH:59][CH2:58][CH2:57][O:56][CH3:55])[N:22]=2)=[N:9][N:10]([CH:12]2[CH2:17][CH2:16][CH2:15][CH2:14][O:13]2)[CH:11]=1)=[O:5], predict the reactants needed to synthesize it. The reactants are: [F:1][C:2]1[CH:35]=[CH:34][CH:33]=[C:32]([F:36])[C:3]=1[C:4]([NH:6][C:7]1[C:8]([C:18]2[NH:19][C:20]([C:25]3[CH:30]=[CH:29][C:28]([F:31])=[CH:27][CH:26]=3)=[C:21]([CH:23]=O)[N:22]=2)=[N:9][N:10]([CH:12]2[CH2:17][CH2:16][CH2:15][CH2:14][O:13]2)[CH:11]=1)=[O:5].C(O[BH-](OC(=O)C)OC(=O)C)(=O)C.[Na+].C(O)(=O)C.[CH3:55][O:56][CH2:57][CH2:58][NH2:59]. (4) Given the product [F:19][C:20]1[CH:25]=[CH:24][C:23]([C:2]2[CH:3]=[N:4][C:5]3[N:6]([CH:8]=[C:9]([CH2:11][O:12][C:13]4[CH:14]=[N:15][CH:16]=[CH:17][CH:18]=4)[N:10]=3)[CH:7]=2)=[C:22]([CH3:29])[CH:21]=1, predict the reactants needed to synthesize it. The reactants are: Br[C:2]1[CH:3]=[N:4][C:5]2[N:6]([CH:8]=[C:9]([CH2:11][O:12][C:13]3[CH:14]=[N:15][CH:16]=[CH:17][CH:18]=3)[N:10]=2)[CH:7]=1.[F:19][C:20]1[CH:25]=[CH:24][C:23](B(O)O)=[C:22]([CH3:29])[CH:21]=1. (5) Given the product [C:1]1(=[O:16])[N:5]([C@@H:6]([CH3:10])[C:7]([Cl:19])=[O:8])[C:4](=[O:11])[C:3]2=[CH:12][CH:13]=[CH:14][CH:15]=[C:2]12, predict the reactants needed to synthesize it. The reactants are: [C:1]1(=[O:16])[N:5]([C@@H:6]([CH3:10])[C:7](O)=[O:8])[C:4](=[O:11])[C:3]2=[CH:12][CH:13]=[CH:14][CH:15]=[C:2]12.S(Cl)([Cl:19])=O. (6) Given the product [CH3:12][C:13]1([CH3:29])[C:17]([CH3:19])([CH3:18])[O:16][B:15]([C:2]2[CH:10]=[C:9]3[C:5]([CH2:6][NH:7][C:8]3=[O:11])=[CH:4][CH:3]=2)[O:14]1, predict the reactants needed to synthesize it. The reactants are: Br[C:2]1[CH:10]=[C:9]2[C:5]([CH2:6][NH:7][C:8]2=[O:11])=[CH:4][CH:3]=1.[CH3:12][C:13]1([CH3:29])[C:17]([CH3:19])([CH3:18])[O:16][B:15]([B:15]2[O:16][C:17]([CH3:19])([CH3:18])[C:13]([CH3:29])([CH3:12])[O:14]2)[O:14]1.C([O-])(=O)C.[K+]. (7) Given the product [Cl:1][C:2]1[CH:3]=[CH:4][C:5]([O:10][CH2:11][C:12]([N:14]2[CH2:19][C@H:18]([CH3:20])[N:17]([CH2:21][C:22]3[CH:27]=[CH:26][C:25]([F:28])=[CH:24][CH:23]=3)[CH2:16][C@H:15]2[CH3:29])=[O:13])=[C:6]([CH2:7][OH:8])[CH:9]=1, predict the reactants needed to synthesize it. The reactants are: [Cl:1][C:2]1[CH:3]=[CH:4][C:5]([O:10][CH2:11][C:12]([N:14]2[CH2:19][C@H:18]([CH3:20])[N:17]([CH2:21][C:22]3[CH:27]=[CH:26][C:25]([F:28])=[CH:24][CH:23]=3)[CH2:16][C@H:15]2[CH3:29])=[O:13])=[C:6]([CH:9]=1)[CH:7]=[O:8].[BH4-].[Na+].Cl.[OH-].[Na+]. (8) Given the product [CH3:13][C:3]1([CH3:10])[C:4]2[C:9](=[CH:8][CH:7]=[C:6]([C:18]3[O:21][C:3]([C:2]#[N:1])=[CH:4][CH:5]=3)[CH:5]=2)[NH:1][C:2]1=[O:17], predict the reactants needed to synthesize it. The reactants are: [NH:1]1[C:9]2[C:4](=[CH:5][CH:6]=[CH:7][CH:8]=2)[C:3]2([CH:13](B(O)O)CC[CH2:10]2)[C:2]1=[O:17].[C:18](=[O:21])([O-])[O-].[Na+].[Na+].[OH-].[Na+]. (9) Given the product [NH2:14][C:11]1[CH:12]=[CH:13][C:8]([C:6]2[N:5]=[C:4]([NH:17][CH2:18][C:19]([F:22])([F:21])[F:20])[C:3]([C:23]3[C:28]([F:29])=[CH:27][C:26]([F:30])=[CH:25][C:24]=3[F:31])=[C:2]([Cl:1])[N:7]=2)=[N:9][CH:10]=1, predict the reactants needed to synthesize it. The reactants are: [Cl:1][C:2]1[N:7]=[C:6]([C:8]2[CH:13]=[CH:12][C:11]([N+:14]([O-])=O)=[CH:10][N:9]=2)[N:5]=[C:4]([NH:17][CH2:18][C:19]([F:22])([F:21])[F:20])[C:3]=1[C:23]1[C:28]([F:29])=[CH:27][C:26]([F:30])=[CH:25][C:24]=1[F:31]. (10) The reactants are: [CH3:1][O:2][C:3](=[O:17])[CH2:4][C:5]1[CH:10]=[CH:9][C:8]([N+:11]([O-])=O)=[CH:7][C:6]=1[N+:14]([O-])=O.O1CCCC1.[BH4-].[Na+].[Cl-].[Cl-].[Cl-].[Al+3]. Given the product [CH3:1][O:2][C:3](=[O:17])[CH2:4][C:5]1[CH:10]=[CH:9][C:8]([NH2:11])=[CH:7][C:6]=1[NH2:14], predict the reactants needed to synthesize it.